Task: Predict the reactants needed to synthesize the given product.. Dataset: Retrosynthesis with 50K atom-mapped reactions and 10 reaction types from USPTO Given the product OC(c1ccc2c(c1)OC(F)(F)O2)C1CC1, predict the reactants needed to synthesize it. The reactants are: O=Cc1ccc2c(c1)OC(F)(F)O2.[Mg+]C1CC1.